Task: Predict the reactants needed to synthesize the given product.. Dataset: Retrosynthesis with 50K atom-mapped reactions and 10 reaction types from USPTO (1) Given the product COc1ccc(N2CCOCC2)c2sc(C(=O)NCC(=O)c3cccs3)nc12, predict the reactants needed to synthesize it. The reactants are: COc1ccc(N2CCOCC2)c2sc(C(=O)O)nc12.NCC(=O)c1cccs1. (2) Given the product Cc1cc2c([C@@H]3C[C@H]3CNC(=O)C3CC3)cccn2n1, predict the reactants needed to synthesize it. The reactants are: Cc1cc2c([C@@H]3C[C@H]3CN)cccn2n1.O=C(Cl)C1CC1. (3) Given the product CC1(N2CCOC2=O)CCN(C(=O)c2nc3c(C(F)(F)F)cc(-c4ccoc4)cn3c2Cl)CC1, predict the reactants needed to synthesize it. The reactants are: CC1(N2CCOC2=O)CCNCC1.O=C(O)c1nc2c(C(F)(F)F)cc(-c3ccoc3)cn2c1Cl. (4) Given the product FC(F)(F)CN1C[C@H](NC(c2ccccc2)(c2ccccc2)c2ccccc2)CCc2ccccc21, predict the reactants needed to synthesize it. The reactants are: O=C1[C@H](NC(c2ccccc2)(c2ccccc2)c2ccccc2)CCc2ccccc2N1CC(F)(F)F. (5) Given the product CCCCCCCCCCCCCCOc1ccc(C(=O)N(Cc2ccccn2)C(C)=O)cc1C(C)(C)C, predict the reactants needed to synthesize it. The reactants are: CC(=O)NCc1ccccn1.CCCCCCCCCCCCCCOc1ccc(C(=O)Cl)cc1C(C)(C)C. (6) Given the product CNc1cc(Cl)ncn1, predict the reactants needed to synthesize it. The reactants are: CN.Clc1cc(Cl)ncn1. (7) The reactants are: Cc1ccc(-n2ccnn2)c(C(=O)O)c1.N[C@H]1CCC[C@@H]1Nc1cnc(C(F)(F)F)cn1. Given the product Cc1ccc(-n2ccnn2)c(C(=O)N[C@H]2CCC[C@@H]2Nc2cnc(C(F)(F)F)cn2)c1, predict the reactants needed to synthesize it. (8) Given the product Cc1cc(C(F)(C(F)(F)F)C(F)(F)F)ccc1C(=O)Nc1cccc(N)c1, predict the reactants needed to synthesize it. The reactants are: Cc1cc(C(F)(C(F)(F)F)C(F)(F)F)ccc1C(=O)Cl.Nc1cccc(N)c1. (9) The reactants are: CC(C)(C)OC(=O)CNc1cc(F)c(C(F)(F)F)cc1[N+](=O)[O-].c1c[nH]cn1. Given the product CC(C)(C)OC(=O)CNc1cc(-n2ccnc2)c(C(F)(F)F)cc1[N+](=O)[O-], predict the reactants needed to synthesize it. (10) The reactants are: N#Cc1ccc(-n2ncc3cc(Oc4ccc([N+](=O)[O-])cn4)ccc32)cc1. Given the product N#Cc1ccc(-n2ncc3cc(Oc4ccc(N)cn4)ccc32)cc1, predict the reactants needed to synthesize it.